Task: Predict the product of the given reaction.. Dataset: Forward reaction prediction with 1.9M reactions from USPTO patents (1976-2016) The product is: [C:24]([O:27][C:28]1[CH:38]=[CH:37][C:31]([CH:32]=[CH:33][C:34]([NH:10][C@H:9]([C:11]([O:13][CH3:14])=[O:12])[CH2:8][C:7]2[CH:6]=[CH:5][C:4]([O:3][CH3:2])=[CH:16][CH:15]=2)=[O:35])=[CH:30][CH:29]=1)(=[O:26])[CH3:25]. Given the reactants Cl.[CH3:2][O:3][C:4]1[CH:16]=[CH:15][C:7]([CH2:8][C@@H:9]([C:11]([O:13][CH3:14])=[O:12])[NH2:10])=[CH:6][CH:5]=1.C(N(CC)CC)C.[C:24]([O:27][C:28]1[CH:38]=[CH:37][C:31]([CH:32]=[CH:33][C:34](O)=[O:35])=[CH:30][CH:29]=1)(=[O:26])[CH3:25].CCN=C=NCCCN(C)C.Cl, predict the reaction product.